From a dataset of CYP2C19 inhibition data for predicting drug metabolism from PubChem BioAssay. Regression/Classification. Given a drug SMILES string, predict its absorption, distribution, metabolism, or excretion properties. Task type varies by dataset: regression for continuous measurements (e.g., permeability, clearance, half-life) or binary classification for categorical outcomes (e.g., BBB penetration, CYP inhibition). Dataset: cyp2c19_veith. (1) The drug is CC(=O)N1CCN(C(=O)CC2OC(=O)c3ccccc32)CC1. The result is 1 (inhibitor). (2) The compound is COc1ccc(C(NC(=O)c2ccc(-c3ccccc3)cc2)c2ccccc2)cc1. The result is 0 (non-inhibitor). (3) The drug is O=C1c2ccccc2-c2n[nH]c3cccc1c23. The result is 0 (non-inhibitor). (4) The drug is c1ccc(Nc2nc(-c3ccc4c(c3)OCO4)nc3ccccc23)cc1. The result is 1 (inhibitor). (5) The drug is Cc1ccccc1-c1nc(CS(=O)CC(=O)NCCCN(C)c2ccccc2)c(C)o1. The result is 1 (inhibitor). (6) The drug is C[C@H](O/N=C1\[C@@H]2CCn3c(=O)n(-c4ccccc4)c(=O)n3[C@H]2[C@H](O)[C@H]2O[C@H]12)c1cn([C@H]2COC[C@H]2O)nn1. The result is 0 (non-inhibitor).